This data is from Merck oncology drug combination screen with 23,052 pairs across 39 cell lines. The task is: Regression. Given two drug SMILES strings and cell line genomic features, predict the synergy score measuring deviation from expected non-interaction effect. (1) Cell line: ZR751. Synergy scores: synergy=-65.8. Drug 2: COC1=C2CC(C)CC(OC)C(O)C(C)C=C(C)C(OC(N)=O)C(OC)C=CC=C(C)C(=O)NC(=CC1=O)C2=O. Drug 1: CC(C)CC(NC(=O)C(Cc1ccccc1)NC(=O)c1cnccn1)B(O)O. (2) Drug 1: COc1cc(C2c3cc4c(cc3C(OC3OC5COC(C)OC5C(O)C3O)C3COC(=O)C23)OCO4)cc(OC)c1O. Drug 2: O=C(O)C1(Cc2cccc(Nc3nccs3)n2)CCC(Oc2cccc(Cl)c2F)CC1. Cell line: NCIH23. Synergy scores: synergy=15.0. (3) Drug 1: CCC1=CC2CN(C1)Cc1c([nH]c3ccccc13)C(C(=O)OC)(c1cc3c(cc1OC)N(C)C1C(O)(C(=O)OC)C(OC(C)=O)C4(CC)C=CCN5CCC31C54)C2. Drug 2: Cn1nnc2c(C(N)=O)ncn2c1=O. Cell line: NCIH520. Synergy scores: synergy=-15.0.